This data is from Forward reaction prediction with 1.9M reactions from USPTO patents (1976-2016). The task is: Predict the product of the given reaction. (1) Given the reactants [Cl:1][C:2]1[CH:3]=[CH:4][C:5]2[N:11]3[C:12]([C:15]([F:18])([F:17])[F:16])=[N:13][N:14]=[C:10]3[C@@H:9]([CH2:19][C:20]([O:22]CC)=[O:21])[S:8][C@H:7]([C:25]3[CH:30]=[CH:29][CH:28]=[C:27]([F:31])[C:26]=3[F:32])[C:6]=2[CH:33]=1.Cl.C(O)(=O)CC(CC(O)=O)(C(O)=O)O, predict the reaction product. The product is: [Cl:1][C:2]1[CH:3]=[CH:4][C:5]2[N:11]3[C:12]([C:15]([F:17])([F:16])[F:18])=[N:13][N:14]=[C:10]3[C@@H:9]([CH2:19][C:20]([OH:22])=[O:21])[S:8][C@H:7]([C:25]3[CH:30]=[CH:29][CH:28]=[C:27]([F:31])[C:26]=3[F:32])[C:6]=2[CH:33]=1. (2) The product is: [CH3:16][C:15]([S:12]([C:9]1[CH:10]=[C:11]2[C:6](=[CH:7][C:8]=1[O:19][CH3:20])[N:5]=[CH:4][N:3]=[C:2]2[NH:31][C:30]1[C:24]2[C:25](=[N:26][CH:27]=[C:22]([F:21])[CH:23]=2)[NH:28][N:29]=1)(=[O:14])=[O:13])([CH3:18])[CH3:17]. Given the reactants Cl[C:2]1[C:11]2[C:6](=[CH:7][C:8]([O:19][CH3:20])=[C:9]([S:12]([C:15]([CH3:18])([CH3:17])[CH3:16])(=[O:14])=[O:13])[CH:10]=2)[N:5]=[CH:4][N:3]=1.[F:21][C:22]1[CH:23]=[C:24]2[C:30]([NH2:31])=[N:29][NH:28][C:25]2=[N:26][CH:27]=1, predict the reaction product. (3) Given the reactants C([Li])CCC.[CH3:6][O:7][C:8]1[C:9]([C:24]([OH:26])=[O:25])=[CH:10][S:11][C:12]=1[CH2:13][C:14]1[CH:19]=[CH:18][CH:17]=[C:16]([C:20]([F:23])([F:22])[F:21])[CH:15]=1.[CH:27]1([CH2:30][C:31](N(OC)C)=[O:32])[CH2:29][CH2:28]1.O, predict the reaction product. The product is: [CH:27]1([CH2:30][C:31]([C:10]2[S:11][C:12]([CH2:13][C:14]3[CH:19]=[CH:18][CH:17]=[C:16]([C:20]([F:21])([F:22])[F:23])[CH:15]=3)=[C:8]([O:7][CH3:6])[C:9]=2[C:24]([OH:26])=[O:25])=[O:32])[CH2:29][CH2:28]1.